Dataset: Full USPTO retrosynthesis dataset with 1.9M reactions from patents (1976-2016). Task: Predict the reactants needed to synthesize the given product. (1) Given the product [Br:1][C:2]1[CH:7]=[CH:6][C:5]([N:8]2[C:17]3[C:12](=[CH:13][C:14]([S:18]([NH:34][C:29]4[N:30]=[CH:31][CH:32]=[CH:33][N:28]=4)(=[O:20])=[O:19])=[CH:15][CH:16]=3)[N:11]=[CH:10][C:9]2=[O:22])=[C:4]([O:23][CH3:24])[CH:3]=1, predict the reactants needed to synthesize it. The reactants are: [Br:1][C:2]1[CH:7]=[CH:6][C:5]([N:8]2[C:17]3[C:12](=[CH:13][C:14]([S:18](Cl)(=[O:20])=[O:19])=[CH:15][CH:16]=3)[N:11]=[CH:10][C:9]2=[O:22])=[C:4]([O:23][CH3:24])[CH:3]=1.ClCCl.[N:28]1[CH:33]=[CH:32][CH:31]=[N:30][C:29]=1[NH2:34]. (2) Given the product [CH3:17][S:14]([C:11]1[CH:12]=[CH:13][C:8]([C:7]2[C:2]([C:25]#[C:24][Si:21]([CH3:23])([CH3:22])[CH3:20])=[C:3]([CH3:19])[N:4]=[C:5]([NH2:18])[N:6]=2)=[CH:9][CH:10]=1)(=[O:16])=[O:15], predict the reactants needed to synthesize it. The reactants are: I[C:2]1[C:3]([CH3:19])=[N:4][C:5]([NH2:18])=[N:6][C:7]=1[C:8]1[CH:13]=[CH:12][C:11]([S:14]([CH3:17])(=[O:16])=[O:15])=[CH:10][CH:9]=1.[CH3:20][Si:21]([C:24]#[CH:25])([CH3:23])[CH3:22].C(N(CC)CC)C. (3) Given the product [CH3:28][C@:6]1([CH2:5][OH:4])[O:10][C@@H:9]([N:11]2[CH:19]=[C:17]([CH3:18])[C:15]([NH2:29])=[N:14][C:12]2=[O:13])[C@H:8]([OH:20])[C@@H:7]1[OH:24], predict the reactants needed to synthesize it. The reactants are: C([O:4][CH2:5][C@@:6]1([CH3:28])[O:10][C@@H:9]([N:11]2[CH:19]=[C:17]([CH3:18])[C:15](=S)[NH:14][C:12]2=[O:13])[C@H:8]([O:20]C(=O)C)[C@@H:7]1[O:24]C(=O)C)(=O)C.[NH3:29]. (4) The reactants are: [CH2:1]1[C:9]2[C:4](=[CH:5][C:6]([NH:10][C:11](=[O:13])[CH3:12])=[CH:7][CH:8]=2)[CH2:3][CH2:2]1.CC(O)=[O:16].C(OC(C)=O)(C)=O. Given the product [O:16]=[C:1]1[C:9]2[C:4](=[CH:5][C:6]([NH:10][C:11](=[O:13])[CH3:12])=[CH:7][CH:8]=2)[CH2:3][CH2:2]1, predict the reactants needed to synthesize it. (5) Given the product [NH2:26][C:13]1[CH:14]=[C:15]([CH2:16][CH2:17][O:18][Si:19]([C:22]([CH3:23])([CH3:24])[CH3:25])([CH3:21])[CH3:20])[C:10]([N:8]([CH2:1][C:2]2[CH:3]=[CH:4][CH:5]=[CH:6][CH:7]=2)[CH3:9])=[C:11]([F:29])[CH:12]=1, predict the reactants needed to synthesize it. The reactants are: [CH2:1]([N:8]([C:10]1[C:15]([CH2:16][CH2:17][O:18][Si:19]([C:22]([CH3:25])([CH3:24])[CH3:23])([CH3:21])[CH3:20])=[CH:14][C:13]([N+:26]([O-])=O)=[CH:12][C:11]=1[F:29])[CH3:9])[C:2]1[CH:7]=[CH:6][CH:5]=[CH:4][CH:3]=1.[NH4+].[Cl-].CCO.O. (6) Given the product [Cl:1][C:2]1[CH:3]=[C:4]([CH:7]=[CH:8][CH:9]=1)/[CH:5]=[N:11]\[OH:12], predict the reactants needed to synthesize it. The reactants are: [Cl:1][C:2]1[CH:3]=[C:4]([CH:7]=[CH:8][CH:9]=1)[CH:5]=O.Cl.[NH2:11][OH:12].C([O-])(=O)C.[Na+]. (7) The reactants are: [C:1]([C:4]1[C:9]2[CH2:10][C:11](=[CH:19][CH2:20][CH2:21][N:22]3[CH2:27][CH2:26][C:25]([C:29]4[CH:34]=[CH:33][C:32]([Cl:35])=[CH:31][CH:30]=4)([OH:28])[CH2:24][CH2:23]3)[C:12]3[C:13]([O:18][C:8]=2[CH:7]=[CH:6][CH:5]=1)=[N:14][CH:15]=[CH:16][CH:17]=3)(=[O:3])[CH3:2].[Li+].CC([N-]C(C)C)C.C([C:46]([O:48][CH2:49][CH3:50])=[O:47])#N.[Cl-].[NH4+].[Cl-].[Na+]. Given the product [Cl:35][C:32]1[CH:31]=[CH:30][C:29]([C:25]2([OH:28])[CH2:26][CH2:27][N:22]([CH2:21][CH2:20][CH:19]=[C:11]3[C:12]4[C:13](=[N:14][CH:15]=[CH:16][CH:17]=4)[O:18][C:8]4[CH:7]=[CH:6][CH:5]=[C:4]([C:1](=[O:3])[CH2:2][C:46]([O:48][CH2:49][CH3:50])=[O:47])[C:9]=4[CH2:10]3)[CH2:23][CH2:24]2)=[CH:34][CH:33]=1, predict the reactants needed to synthesize it.